From a dataset of Full USPTO retrosynthesis dataset with 1.9M reactions from patents (1976-2016). Predict the reactants needed to synthesize the given product. (1) Given the product [CH:19]1([CH2:18][C:9]2([C:13]([OH:15])=[O:14])[CH2:12][CH2:11][CH2:10]2)[CH2:21][CH2:20]1, predict the reactants needed to synthesize it. The reactants are: [Li+].CC([N-]C(C)C)C.[CH:9]1([C:13]([OH:15])=[O:14])[CH2:12][CH2:11][CH2:10]1.BrC[CH2:18][CH:19]1[CH2:21][CH2:20]1.Cl. (2) Given the product [C:11]([C:10]1[CH:13]=[CH:14][C:7]([O:6][C:5]2[CH:15]=[CH:16][C:2]([NH:1][S:30]([CH3:29])(=[O:32])=[O:31])=[CH:3][C:4]=2[C:17]2[C:25]3[C:20](=[C:21]([O:26][CH3:27])[N:22]=[CH:23][CH:24]=3)[N:19]([CH3:28])[CH:18]=2)=[CH:8][CH:9]=1)#[N:12], predict the reactants needed to synthesize it. The reactants are: [NH2:1][C:2]1[CH:16]=[CH:15][C:5]([O:6][C:7]2[CH:14]=[CH:13][C:10]([C:11]#[N:12])=[CH:9][CH:8]=2)=[C:4]([C:17]2[C:25]3[C:20](=[C:21]([O:26][CH3:27])[N:22]=[CH:23][CH:24]=3)[N:19]([CH3:28])[CH:18]=2)[CH:3]=1.[CH3:29][S:30](Cl)(=[O:32])=[O:31].C(N(CC)CC)C.[OH-].[Na+]. (3) Given the product [CH3:27][O:28][C:29](=[O:38])[C:30]1[CH:35]=[CH:34][C:33]([CH2:36][O:26][C:20]2[CH:21]=[C:22]([Cl:25])[CH:23]=[CH:24][C:19]=2[C:9]2[N:8]([CH2:1][C:2]3[CH:7]=[CH:6][CH:5]=[CH:4][CH:3]=3)[C:12]3[CH:13]=[C:14]([F:18])[C:15]([F:17])=[CH:16][C:11]=3[N:10]=2)=[CH:32][CH:31]=1, predict the reactants needed to synthesize it. The reactants are: [CH2:1]([N:8]1[C:12]2[CH:13]=[C:14]([F:18])[C:15]([F:17])=[CH:16][C:11]=2[N:10]=[C:9]1[C:19]1[CH:24]=[CH:23][C:22]([Cl:25])=[CH:21][C:20]=1[OH:26])[C:2]1[CH:7]=[CH:6][CH:5]=[CH:4][CH:3]=1.[CH3:27][O:28][C:29](=[O:38])[C:30]1[CH:35]=[CH:34][C:33]([CH2:36]Br)=[CH:32][CH:31]=1. (4) Given the product [CH3:4][C:2]([C:5]1[CH:6]=[CH:7][C:8]([CH:11]([OH:12])[CH2:13][CH2:14][CH2:15][N:16]2[CH2:21][CH2:20][CH:19]([C:57]([OH:56])([C:64]3[CH:65]=[CH:66][CH:67]=[CH:68][CH:69]=3)[C:58]3[CH:63]=[CH:62][CH:61]=[CH:60][CH:59]=3)[CH2:18][CH2:17]2)=[CH:9][CH:10]=1)([CH3:1])[CH3:3], predict the reactants needed to synthesize it. The reactants are: [CH3:1][C:2]([C:5]1[CH:6]=[CH:7][C:8]([C:11]([CH2:13][CH2:14][CH2:15][N:16]2[CH2:21][CH2:20][CH:19](OC(C3C=CC=CC=3)C3C=CC=CC=3)[CH2:18][CH2:17]2)=[O:12])=[CH:9][CH:10]=1)([CH3:4])[CH3:3].CC(C(O)=O)(C1C=CC(C(CCCN2CCC([O:56][CH:57]([C:64]3[CH:65]=[CH:66][CH:67]=[CH:68][CH:69]=3)[C:58]3[CH:59]=[CH:60][CH:61]=[CH:62][CH:63]=3)CC2)=O)=CC=1)C. (5) Given the product [CH2:1]([O:3][C:4]1[CH:17]=[CH:16][C:15]2[C:14]3[C:9](=[C:10]([F:29])[C:11]([O:18][CH2:19][CH:20]4[CH2:21][CH2:22][CH:23]([CH2:26][CH2:27][CH3:28])[CH2:24][CH2:25]4)=[CH:12][CH:13]=3)[C:8](=[O:30])[C:7](=[O:31])[C:6]=2[C:5]=1[F:32])[CH3:2], predict the reactants needed to synthesize it. The reactants are: [CH2:1]([O:3][C:4]1[CH:17]=[CH:16][C:15]2[C:14]3[C:9](=[C:10]([F:29])[C:11]([O:18][CH2:19][CH:20]4[CH2:25][CH2:24][CH:23]([CH2:26][CH2:27][CH3:28])[CH2:22][CH2:21]4)=[CH:12][CH:13]=3)[CH:8]([OH:30])[CH:7]([OH:31])[C:6]=2[C:5]=1[F:32])[CH3:2]. (6) Given the product [C:46]([O:52][CH2:53][O:25][C:24](=[O:26])[CH2:23][NH:22][C:20]1[CH:19]=[CH:18][CH:17]=[C:16]([CH:15]([S:12]([C:7]2[CH:8]=[CH:9][CH:10]=[CH:11][N:6]=2)(=[O:14])=[O:13])[NH:27][CH2:28][C:29]2[CH:34]=[CH:33][C:32]([C:35]3[S:36][CH:37]=[CH:38][N:39]=3)=[CH:31][CH:30]=2)[N:21]=1)(=[O:51])[C:47]([CH3:50])([CH3:49])[CH3:48], predict the reactants needed to synthesize it. The reactants are: CN(C)C=O.[N:6]1[CH:11]=[CH:10][CH:9]=[CH:8][C:7]=1[S:12]([CH:15]([NH:27][CH2:28][C:29]1[CH:34]=[CH:33][C:32]([C:35]2[S:36][CH:37]=[CH:38][N:39]=2)=[CH:31][CH:30]=1)[C:16]1[N:21]=[C:20]([NH:22][CH2:23][C:24]([OH:26])=[O:25])[CH:19]=[CH:18][CH:17]=1)(=[O:14])=[O:13].C(=O)([O-])[O-].[K+].[K+].[C:46]([O:52][CH2:53]Cl)(=[O:51])[C:47]([CH3:50])([CH3:49])[CH3:48]. (7) Given the product [NH2:8][C:6]1[CH:5]=[CH:4][C:3]([N:11]2[CH2:16][CH2:15][N:14]([C:17]([O:19][C:20]([CH3:22])([CH3:21])[CH3:23])=[O:18])[CH2:13][C@@H:12]2[CH3:24])=[C:2]([F:1])[CH:7]=1, predict the reactants needed to synthesize it. The reactants are: [F:1][C:2]1[CH:7]=[C:6]([N+:8]([O-])=O)[CH:5]=[CH:4][C:3]=1[N:11]1[CH2:16][CH2:15][N:14]([C:17]([O:19][C:20]([CH3:23])([CH3:22])[CH3:21])=[O:18])[CH2:13][C@@H:12]1[CH3:24].[H][H].